From a dataset of Reaction yield outcomes from USPTO patents with 853,638 reactions. Predict the reaction yield, written as a fraction of the theoretical maximum amount of product (1.0 means a 100% yield; for example, 0.34 means a 34% yield). (1) The catalyst is O1CCCC1. The product is [F:26][C:25]([F:28])([F:27])[C:21]1[CH:20]=[C:19]([CH:24]=[CH:23][CH:22]=1)[C:18]([NH:17][C:13]1[CH:12]=[C:11]([CH:16]=[CH:15][CH:14]=1)[O:10][C:7]1[CH:8]=[CH:9][C:4]2[N:5]([CH:30]=[C:2]([NH:1][C:31](=[O:38])[O:32][CH2:33][C:34]([Cl:37])([Cl:36])[Cl:35])[N:3]=2)[N:6]=1)=[O:29]. The reactants are [NH2:1][C:2]1[N:3]=[C:4]2[CH:9]=[CH:8][C:7]([O:10][C:11]3[CH:12]=[C:13]([NH:17][C:18](=[O:29])[C:19]4[CH:24]=[CH:23][CH:22]=[C:21]([C:25]([F:28])([F:27])[F:26])[CH:20]=4)[CH:14]=[CH:15][CH:16]=3)=[N:6][N:5]2[CH:30]=1.[C:31](Cl)(=[O:38])[O:32][CH2:33][C:34]([Cl:37])([Cl:36])[Cl:35].C(N(CC)CC)C. The yield is 0.760. (2) The reactants are C(OC([N:8]1[CH:12]=[CH:11][CH:10]=[C:9]1[C:13]1[N:14]([CH2:32][CH2:33][CH2:34][Cl:35])[C:15]2[C:20]([C:21]=1[CH:22]1[CH2:27][CH2:26][CH2:25][CH2:24][CH2:23]1)=[CH:19][CH:18]=[C:17]([C:28]([O:30][CH3:31])=[O:29])[CH:16]=2)=O)(C)(C)C.FC(F)(F)C(O)=O. The catalyst is C(Cl)(Cl)Cl. The product is [Cl:35][CH2:34][CH2:33][CH2:32][N:14]1[C:15]2[C:20](=[CH:19][CH:18]=[C:17]([C:28]([O:30][CH3:31])=[O:29])[CH:16]=2)[C:21]([CH:22]2[CH2:27][CH2:26][CH2:25][CH2:24][CH2:23]2)=[C:13]1[C:9]1[NH:8][CH:12]=[CH:11][CH:10]=1. The yield is 0.980.